Dataset: Catalyst prediction with 721,799 reactions and 888 catalyst types from USPTO. Task: Predict which catalyst facilitates the given reaction. (1) Reactant: [O:1]1[CH2:5][CH2:4][CH:3]([OH:6])[CH2:2]1.[CH3:7][C:8]1[CH:13]=[CH:12][C:11]([S:14](Cl)(=[O:16])=[O:15])=[CH:10][CH:9]=1.C(N(CC)CC)C. Product: [CH3:7][C:8]1[CH:13]=[CH:12][C:11]([S:14]([O:6][CH:3]2[CH2:4][CH2:5][O:1][CH2:2]2)(=[O:16])=[O:15])=[CH:10][CH:9]=1. The catalyst class is: 4. (2) Reactant: ClC(Cl)(O[C:5](=[O:11])OC(Cl)(Cl)Cl)Cl.[O:13]([C:15]1[CH:35]=[CH:34][CH:33]=[CH:32][C:16]=1[CH2:17][NH:18][C:19]1[CH:24]=[CH:23][CH:22]=[CH:21][C:20]=1[O:25][C:26]1[CH:31]=[CH:30][CH:29]=[CH:28][CH:27]=1)[CH3:14].[CH:36]([N:39](C(C)C)CC)(C)C.CN. Product: [CH3:14][O:13][C:15]1[CH:35]=[CH:34][CH:33]=[CH:32][C:16]=1[CH2:17][N:18]([C:5]([NH:39][CH3:36])=[O:11])[C:19]1[CH:24]=[CH:23][CH:22]=[CH:21][C:20]=1[O:25][C:26]1[CH:27]=[CH:28][CH:29]=[CH:30][CH:31]=1. The catalyst class is: 2. (3) Reactant: N1C2C(=CC=C3C=2N=CC=C3)C=CC=1.C(=O)([O-])[O-].[Cs+].[Cs+].Cl.Cl[C:23]1[C:28]([NH:29][C:30](=[O:41])[C:31]2[CH:36]=[C:35]([CH3:37])[C:34]([O:38][CH3:39])=[C:33]([CH3:40])[CH:32]=2)=[CH:27][CH:26]=[C:25]([Cl:42])[N:24]=1. Product: [Cl:42][C:25]1[N:24]=[C:23]2[O:41][C:30]([C:31]3[CH:36]=[C:35]([CH3:37])[C:34]([O:38][CH3:39])=[C:33]([CH3:40])[CH:32]=3)=[N:29][C:28]2=[CH:27][CH:26]=1. The catalyst class is: 804. (4) Reactant: ClC1C=C(C=CC=1)C(OO)=[O:6].[F:12][C:13]1[CH:18]=[CH:17][C:16]([C:19]2[CH:28]=[CH:27][C:26]3[C:21](=[CH:22][CH:23]=[C:24]([S:29]([C:32]4[CH:41]=[CH:40][CH:39]=[CH:38][C:33]=4[C:34]([O:36][CH3:37])=[O:35])(=[O:31])=[O:30])[CH:25]=3)[N:20]=2)=[CH:15][CH:14]=1.[OH-].[Ca+2].[OH-]. Product: [F:12][C:13]1[CH:14]=[CH:15][C:16]([C:19]2[CH:28]=[CH:27][C:26]3[C:21](=[CH:22][CH:23]=[C:24]([S:29]([C:32]4[CH:41]=[CH:40][CH:39]=[CH:38][C:33]=4[C:34]([O:36][CH3:37])=[O:35])(=[O:31])=[O:30])[CH:25]=3)[N+:20]=2[O-:6])=[CH:17][CH:18]=1. The catalyst class is: 4. (5) Reactant: [Cl:1][C:2]1[CH:14]=[CH:13][C:5]([C:6](=[C:8]([C:11]#[N:12])[C:9]#[N:10])[CH3:7])=[CH:4][CH:3]=1.[BH4-].[Na+].Cl. Product: [Cl:1][C:2]1[CH:3]=[CH:4][C:5]([CH:6]([CH:8]([C:9]#[N:10])[C:11]#[N:12])[CH3:7])=[CH:13][CH:14]=1. The catalyst class is: 8.